The task is: Predict the reactants needed to synthesize the given product.. This data is from Full USPTO retrosynthesis dataset with 1.9M reactions from patents (1976-2016). (1) Given the product [C:20]([O:19][C:17]([N:13]1[CH2:12][C:11]2[N:10]=[CH:9][NH:8][C:16]=2[CH2:15][CH2:14]1)=[O:18])([CH3:23])([CH3:21])[CH3:22], predict the reactants needed to synthesize it. The reactants are: C(OC([N:8]1[C:16]2[CH2:15][CH2:14][N:13]([C:17]([O:19][C:20]([CH3:23])([CH3:22])[CH3:21])=[O:18])[CH2:12][C:11]=2[N:10]=[CH:9]1)=O)(C)(C)C.[OH-].[Na+]. (2) Given the product [Cl:9][C:5]1[CH:4]=[CH:3][C:2]([N:78]2[CH2:83][CH2:82][O:81][CH2:80][CH2:79]2)=[CH:8][C:6]=1[NH2:7], predict the reactants needed to synthesize it. The reactants are: Br[C:2]1[CH:3]=[CH:4][C:5]([Cl:9])=[C:6]([CH:8]=1)[NH2:7].C1(P(C2CCCCC2)C2(C(C)C)CC(C(C)C)=CC(C(C)C)=C2C2C=CC=CC=2)CCCCC1.CC(C1C=C(C(C)C)C(C2C=CC=CC=2P(C2CCCCC2)C2CCCCC2)=C(C(C)C)C=1)C.[NH:78]1[CH2:83][CH2:82][O:81][CH2:80][CH2:79]1.C[Si]([N-][Si](C)(C)C)(C)C.[Li+]. (3) The reactants are: Br[C:2]1[CH:3]=[C:4]([C:9]([OH:11])=O)[CH:5]=[N:6][C:7]=1Cl.[CH3:12][C:13]1[CH:17]=[C:16]([CH2:18][OH:19])[O:15][N:14]=1.[Cl:20][C:21]1[CH:26]=[CH:25][C:24](B(O)O)=[CH:23][CH:22]=1.[NH2:30][C@@H:31]1[CH2:36][CH2:35][CH2:34][CH2:33][C@H:32]1[OH:37]. Given the product [Cl:20][C:21]1[CH:26]=[CH:25][C:24]([C:2]2[C:7]([O:19][CH2:18][C:16]3[O:15][N:14]=[C:13]([CH3:12])[CH:17]=3)=[N:6][CH:5]=[C:4]([CH:3]=2)[C:9]([NH:30][C@@H:31]2[CH2:36][CH2:35][CH2:34][CH2:33][C@H:32]2[OH:37])=[O:11])=[CH:23][CH:22]=1, predict the reactants needed to synthesize it. (4) Given the product [OH:13][C:4]1[CH:5]=[C:14]2[C:20](=[C:8]([O:9][CH3:10])[C:3]=1[O:2][CH3:1])[O:19][C:17](=[O:18])[CH2:16][C:15]2([CH3:22])[CH3:21], predict the reactants needed to synthesize it. The reactants are: [CH3:1][O:2][C:3]1[C:8]([O:9][CH3:10])=C(O)C(C)=[CH:5][C:4]=1[OH:13].[CH3:14][C:15]([CH3:21])=[CH:16][C:17]([O:19][CH3:20])=[O:18].[CH3:22]S(O)(=O)=O.